This data is from Forward reaction prediction with 1.9M reactions from USPTO patents (1976-2016). The task is: Predict the product of the given reaction. Given the reactants [NH:1]1[CH2:7][CH2:6][CH2:5][CH:4]([C:8]2[C:16]3[C:11](=[C:12]([C:23]([NH2:25])=[O:24])[CH:13]=[C:14]([C:17]4[CH:22]=[CH:21][CH:20]=[CH:19][CH:18]=4)[CH:15]=3)[NH:10][CH:9]=2)[CH2:3][CH2:2]1.[CH2:26]([S:28](Cl)(=[O:30])=[O:29])[CH3:27].C(N(CC)CC)C, predict the reaction product. The product is: [CH2:26]([S:28]([N:1]1[CH2:7][CH2:6][CH2:5][CH:4]([C:8]2[C:16]3[C:11](=[C:12]([C:23]([NH2:25])=[O:24])[CH:13]=[C:14]([C:17]4[CH:22]=[CH:21][CH:20]=[CH:19][CH:18]=4)[CH:15]=3)[NH:10][CH:9]=2)[CH2:3][CH2:2]1)(=[O:30])=[O:29])[CH3:27].